This data is from Full USPTO retrosynthesis dataset with 1.9M reactions from patents (1976-2016). The task is: Predict the reactants needed to synthesize the given product. (1) Given the product [Cl:1][C:2]1[CH:9]=[CH:8][CH:7]=[CH:6][C:3]=1[CH:4]=[N:40][C:14]([O:13][Si:20]([CH3:27])([CH3:26])[CH3:19])=[CH2:15], predict the reactants needed to synthesize it. The reactants are: [Cl:1][C:2]1[CH:9]=[CH:8][CH:7]=[CH:6][C:3]=1[CH:4]=O.ClC1C=[C:13](C=CC=1)[CH:14]=[O:15].[CH3:19][Si:20]([CH3:27])([CH3:26])N[Si:20]([CH3:27])([CH3:26])[CH3:19].C([Li])CCC.C[Si](Cl)(C)C.C([N:40](CC)CC)C.C(Cl)(=O)C. (2) Given the product [C:2]([C:5]1[CH:10]([CH2:11][CH:12]2[CH2:21][CH2:20][C:19]3[C:14](=[CH:15][CH:16]=[C:17]([O:22][CH3:23])[CH:18]=3)[C:13]2=[O:24])[CH:9]=[CH:8][N:7]([CH2:25][C:26]2[CH:31]=[CH:30][CH:29]=[CH:28][C:27]=2[CH3:32])[CH:6]=1)(=[O:4])[CH3:3], predict the reactants needed to synthesize it. The reactants are: [Br-].[C:2]([C:5]1[CH:6]=[N+:7]([CH2:25][C:26]2[CH:31]=[CH:30][CH:29]=[CH:28][C:27]=2[CH3:32])[CH:8]=[CH:9][C:10]=1[CH2:11][CH:12]1[CH2:21][CH2:20][C:19]2[C:14](=[CH:15][CH:16]=[C:17]([O:22][CH3:23])[CH:18]=2)[C:13]1=[O:24])(=[O:4])[CH3:3].C1C(C(N)=O)=CN(CC2C=CC=CC=2)C=C1. (3) Given the product [C:1]1([N:7]2[CH:12]=[CH:11][C:10]([CH2:13][CH2:14][C:15]3[N:16]=[N:17][NH:18][CH:19]=3)=[C:9]([OH:20])[C:8]2=[O:22])[CH:2]=[CH:3][CH:4]=[CH:5][CH:6]=1, predict the reactants needed to synthesize it. The reactants are: [C:1]1([N:7]2[CH:12]=[CH:11][C:10]([CH2:13][CH2:14][C:15]3[N:16]=[N:17][NH:18][CH:19]=3)=[C:9]([O:20]C)[C:8]2=[O:22])[CH:6]=[CH:5][CH:4]=[CH:3][CH:2]=1.B(Br)(Br)Br.CO. (4) Given the product [NH2:1][C:2]1[N:7]([CH3:8])[C:6](=[O:9])[C:5]([CH3:10])([CH3:11])[C@:4]([C:13]2[CH:18]=[C:17]([NH:19][CH:22]3[CH2:26][CH2:25][CH2:24][CH:23]3[C:27]#[N:28])[CH:16]=[CH:15][C:14]=2[F:20])([CH3:12])[N:3]=1, predict the reactants needed to synthesize it. The reactants are: [NH2:1][C:2]1[N:7]([CH3:8])[C:6](=[O:9])[C:5]([CH3:11])([CH3:10])[C@:4]([C:13]2[CH:18]=[C:17]([NH2:19])[CH:16]=[CH:15][C:14]=2[F:20])([CH3:12])[N:3]=1.O=[C:22]1[CH2:26][CH2:25][CH2:24][CH:23]1[C:27]#[N:28].[B][B][B][B][B][B][B][B][B][B].